From a dataset of Forward reaction prediction with 1.9M reactions from USPTO patents (1976-2016). Predict the product of the given reaction. (1) The product is: [CH2:1]([S:3]([N:6]1[CH2:11][CH2:10][CH:9]([C:12]2[C:20]3[C:15](=[C:16]([C:29]([NH2:30])=[O:32])[CH:17]=[C:18]([O:21][C:22]4[CH:23]=[CH:24][C:25]([F:28])=[CH:26][CH:27]=4)[CH:19]=3)[NH:14][CH:13]=2)[CH2:8][CH2:7]1)(=[O:4])=[O:5])[CH3:2]. Given the reactants [CH2:1]([S:3]([N:6]1[CH2:11][CH2:10][CH:9]([C:12]2[C:20]3[C:15](=[C:16]([C:29]#[N:30])[CH:17]=[C:18]([O:21][C:22]4[CH:27]=[CH:26][C:25]([F:28])=[CH:24][CH:23]=4)[CH:19]=3)[NH:14][CH:13]=2)[CH2:8][CH2:7]1)(=[O:5])=[O:4])[CH3:2].B1([O-])O[O:32]1.O.O.O.O.[Na+].C(O)C, predict the reaction product. (2) Given the reactants Br[C:2]1[CH:3]=[CH:4][C:5]([F:27])=[C:6]([CH2:8][CH2:9][N:10]2[CH2:15][CH2:14][N:13]([C:16]3[CH:25]=[CH:24][CH:23]=[C:22]4[C:17]=3[CH:18]=[CH:19][C:20]([CH3:26])=[N:21]4)[CH2:12][CH2:11]2)[CH:7]=1.[C:28]([NH2:31])(=[O:30])[CH3:29], predict the reaction product. The product is: [F:27][C:5]1[CH:4]=[CH:3][C:2]([NH:31][C:28](=[O:30])[CH3:29])=[CH:7][C:6]=1[CH2:8][CH2:9][N:10]1[CH2:15][CH2:14][N:13]([C:16]2[CH:25]=[CH:24][CH:23]=[C:22]3[C:17]=2[CH:18]=[CH:19][C:20]([CH3:26])=[N:21]3)[CH2:12][CH2:11]1. (3) Given the reactants Br[C:2]1[S:6][C:5]([C:7]([NH:9][C:10]2[CH:15]=[CH:14][CH:13]=[CH:12][C:11]=2[F:16])=[O:8])=[CH:4][CH:3]=1.[CH3:17][C:18]1[C:26](B2OC(C)(C)C(C)(C)O2)=[CH:25][C:21]2[N:22]=[CH:23][S:24][C:20]=2[CH:19]=1.C(=O)([O-])[O-].[Na+].[Na+].CC(=O)OCC.[Cl-].[Na+].O, predict the reaction product. The product is: [F:16][C:11]1[CH:12]=[CH:13][CH:14]=[CH:15][C:10]=1[NH:9][C:7]([C:5]1[S:6][C:2]([C:26]2[C:18]([CH3:17])=[CH:19][C:20]3[S:24][CH:23]=[N:22][C:21]=3[CH:25]=2)=[CH:3][CH:4]=1)=[O:8]. (4) Given the reactants COC1C=CC(CN[CH:9]=[N:10][NH:11][C:12]([O:14][CH3:15])=[O:13])=CC=1.Br[CH2:19][C:20]([C:22]1[CH:23]=[N:24][N:25]([CH3:28])[C:26]=1[Br:27])=[O:21].C(=O)([O-])[O-:30].[Na+].[Na+].C(N(CC)C(C)C)(C)C, predict the reaction product. The product is: [Br:27][C:26]1[N:25]([CH3:28])[N:24]=[CH:23][C:22]=1[C:20](=[O:21])[CH2:19][N:10]([CH:9]=[O:30])[NH:11][C:12]([O:14][CH3:15])=[O:13].